Dataset: Forward reaction prediction with 1.9M reactions from USPTO patents (1976-2016). Task: Predict the product of the given reaction. (1) Given the reactants [CH:1]1([C:4]2[CH:9]=[CH:8][C:7]([NH:10][C:11](=[O:17])[O:12][C:13]([CH3:16])([CH3:15])[CH3:14])=[C:6]([CH3:18])[CH:5]=2)[CH2:3][CH2:2]1.C([Li])(CC)C.CON(C)[C:27](=[O:34])[C:28]1[CH:33]=[CH:32][CH:31]=[CH:30][CH:29]=1, predict the reaction product. The product is: [C:13]([O:12][C:11](=[O:17])[NH:10][C:7]1[CH:8]=[CH:9][C:4]([CH:1]2[CH2:2][CH2:3]2)=[CH:5][C:6]=1[CH2:18][C:27](=[O:34])[C:28]1[CH:33]=[CH:32][CH:31]=[CH:30][CH:29]=1)([CH3:14])([CH3:15])[CH3:16]. (2) The product is: [Cl:1][CH2:2][C:3]1[N:13]([C:14]2[CH:19]=[CH:18][CH:17]=[CH:16][CH:15]=2)[C:7]2[CH:8]=[C:9]([F:12])[CH:10]=[CH:11][C:6]=2[N:5]=1. Given the reactants [Cl:1][CH2:2][C:3]([NH:5][C:6]1[CH:11]=[CH:10][C:9]([F:12])=[CH:8][C:7]=1[NH:13][C:14]1[CH:19]=[CH:18][CH:17]=[CH:16][CH:15]=1)=O, predict the reaction product. (3) Given the reactants [CH3:1][N:2]1[C:10]2[C:5](=[CH:6][CH:7]=[CH:8][CH:9]=2)[C:4]([CH2:11][CH:12]([CH3:14])[CH3:13])=[C:3]1[C:15]([NH:17][C@H:18]([C:22]([NH:24][CH:25]([C:34](=[O:37])[CH2:35]Br)[CH2:26][C:27]([O:29][C:30]([CH3:33])([CH3:32])[CH3:31])=[O:28])=[O:23])[CH:19]([CH3:21])[CH3:20])=[O:16].[F-].[K+].[F:40][C:41]1[CH:46]=[CH:45][C:44]([OH:47])=[CH:43][CH:42]=1.CCCCCC.CCOC(C)=O, predict the reaction product. The product is: [CH3:1][N:2]1[C:10]2[C:5](=[CH:6][CH:7]=[CH:8][CH:9]=2)[C:4]([CH2:11][CH:12]([CH3:14])[CH3:13])=[C:3]1[C:15]([NH:17][C@H:18]([C:22]([NH:24][CH:25]([C:34](=[O:37])[CH2:35][O:47][C:44]1[CH:45]=[CH:46][C:41]([F:40])=[CH:42][CH:43]=1)[CH2:26][C:27]([O:29][C:30]([CH3:33])([CH3:32])[CH3:31])=[O:28])=[O:23])[CH:19]([CH3:21])[CH3:20])=[O:16]. (4) Given the reactants [CH3:1][C@:2]12[C@@:19]3([CH3:20])[C@@H:10]([C@:11]4([CH3:33])[C@@H:16]([CH2:17][CH2:18]3)[C:15]([CH3:22])([CH3:21])[C:14]([C:23]3[CH:32]=[CH:31][C:26]([C:27]([O:29][CH3:30])=[O:28])=[CH:25][CH:24]=3)=[CH:13][CH2:12]4)[CH2:9][CH2:8][C@@H:7]1[C@H:6]1[C@H:34]([C:37]([CH3:39])=[CH2:38])[CH2:35][CH2:36][C@:5]1([NH:40][CH2:41][CH2:42][N:43]1[CH2:48][CH2:47][NH:46][CH2:45][CH2:44]1)[CH2:4][CH2:3]2.CCN(C(C)C)C(C)C.[CH:58]1([S:61](Cl)(=[O:63])=[O:62])[CH2:60][CH2:59]1, predict the reaction product. The product is: [CH:58]1([S:61]([N:46]2[CH2:45][CH2:44][N:43]([CH2:42][CH2:41][NH:40][C@:5]34[CH2:36][CH2:35][C@@H:34]([C:37]([CH3:39])=[CH2:38])[C@@H:6]3[C@@H:7]3[C@@:2]([CH3:1])([CH2:3][CH2:4]4)[C@@:19]4([CH3:20])[C@@H:10]([C@:11]5([CH3:33])[C@@H:16]([CH2:17][CH2:18]4)[C:15]([CH3:21])([CH3:22])[C:14]([C:23]4[CH:32]=[CH:31][C:26]([C:27]([O:29][CH3:30])=[O:28])=[CH:25][CH:24]=4)=[CH:13][CH2:12]5)[CH2:9][CH2:8]3)[CH2:48][CH2:47]2)(=[O:63])=[O:62])[CH2:60][CH2:59]1.